Task: Predict the reaction yield, written as a fraction of the theoretical maximum amount of product (1.0 means a 100% yield; for example, 0.34 means a 34% yield).. Dataset: Reaction yield outcomes from USPTO patents with 853,638 reactions (1) The product is [NH2:30][C:12]1[N:11]=[CH:10][C:9]([C:6]2[CH:5]=[CH:4][N:3]=[C:2]([N:41]3[CH2:42][CH:39]([OH:38])[CH2:40]3)[C:7]=2[F:8])=[CH:14][C:13]=1[O:15][C@@H:16]([C:18]1[CH:23]=[C:22]([F:24])[CH:21]=[CH:20][C:19]=1[N:25]1[N:26]=[CH:27][CH:28]=[N:29]1)[CH3:17]. The catalyst is CS(C)=O. The yield is 0.300. The reactants are F[C:2]1[C:7]([F:8])=[C:6]([C:9]2[CH:10]=[N:11][C:12]([NH2:30])=[C:13]([O:15][C@@H:16]([C:18]3[CH:23]=[C:22]([F:24])[CH:21]=[CH:20][C:19]=3[N:25]3[N:29]=[CH:28][CH:27]=[N:26]3)[CH3:17])[CH:14]=2)[CH:5]=[CH:4][N:3]=1.C(=O)([O-])[O-].[K+].[K+].Cl.[OH:38][CH:39]1[CH2:42][NH:41][CH2:40]1. (2) The reactants are [C:1]([O:4][CH2:5][CH2:6][C:7]1[CH:12]=[CH:11][C:10]([N:13]2[C:17]3[CH:18]=[C:19]([Cl:26])[C:20]([C:22]([F:25])([F:24])[F:23])=[CH:21][C:16]=3[N:15]=[C:14]2[C:27]([N:30]=[N+]=[N-])([CH3:29])[CH3:28])=[CH:9][CH:8]=1)(=[O:3])[CH3:2]. The catalyst is [Pd].CC([O-])=O.CC([O-])=O.[Pb+2].CO. The product is [C:1]([O:4][CH2:5][CH2:6][C:7]1[CH:8]=[CH:9][C:10]([N:13]2[C:17]3[CH:18]=[C:19]([Cl:26])[C:20]([C:22]([F:24])([F:25])[F:23])=[CH:21][C:16]=3[N:15]=[C:14]2[C:27]([NH2:30])([CH3:29])[CH3:28])=[CH:11][CH:12]=1)(=[O:3])[CH3:2]. The yield is 0.980. (3) The reactants are Cl[C:2]1[N:7]=[C:6]([N:8]2[CH:13]([CH3:14])[CH2:12][O:11][CH2:10][CH:9]2[CH3:15])[N:5]=[C:4]([C:16]2[CH:21]=[CH:20][C:19]([NH:22][C:23]([NH:25][CH3:26])=[O:24])=[CH:18][CH:17]=2)[N:3]=1.CC1(C)C(C)(C)OB([C:35]2[CH:41]=[CH:40][C:38]([NH2:39])=[CH:37][CH:36]=2)O1. No catalyst specified. The product is [NH2:39][C:38]1[CH:40]=[CH:41][C:35]([C:2]2[N:7]=[C:6]([N:8]3[CH:13]([CH3:14])[CH2:12][O:11][CH2:10][CH:9]3[CH3:15])[N:5]=[C:4]([C:16]3[CH:21]=[CH:20][C:19]([NH:22][C:23]([NH:25][CH3:26])=[O:24])=[CH:18][CH:17]=3)[N:3]=2)=[CH:36][CH:37]=1. The yield is 0.860. (4) The reactants are [OH:1][C:2]1[CH:3]=[C:4]([C:14]2[N:15](C(OC(C)(C)C)=O)[C:16]([C:19]3[S:20][CH:21]=[CH:22][N:23]=3)=[CH:17][CH:18]=2)[CH:5]=[C:6]([O:8][C@@H:9]([CH3:13])[CH2:10][O:11][CH3:12])[CH:7]=1.[F:31][C:32]1[CH:33]=[C:34]([CH:41]=[CH:42][C:43]=1F)[C:35]([N:37]1[CH2:40][CH2:39][CH2:38]1)=[O:36].[H-].[Na+].Cl. The catalyst is CS(C)=O. The product is [N:37]1([C:35]([C:34]2[CH:41]=[CH:42][C:43]([O:1][C:2]3[CH:3]=[C:4]([C:14]4[NH:15][C:16]([C:19]5[S:20][CH:21]=[CH:22][N:23]=5)=[CH:17][CH:18]=4)[CH:5]=[C:6]([O:8][C@@H:9]([CH3:13])[CH2:10][O:11][CH3:12])[CH:7]=3)=[C:32]([F:31])[CH:33]=2)=[O:36])[CH2:40][CH2:39][CH2:38]1. The yield is 0.650.